This data is from Catalyst prediction with 721,799 reactions and 888 catalyst types from USPTO. The task is: Predict which catalyst facilitates the given reaction. (1) Reactant: [NH2:1][C:2]1[C:11]([C:12]2[CH:17]=[CH:16][C:15]([C:18]([N:20]3[CH2:25][CH2:24][O:23][CH2:22][CH2:21]3)=[O:19])=[CH:14][CH:13]=2)=[N:10][C:9]([Br:26])=[CH:8][C:3]=1[C:4]([O:6][CH3:7])=[O:5].N([O-])=O.[Na+].[N-:31]=[N+:32]=[N-].[Na+].C(OCC)C. Product: [N:1]([C:2]1[C:11]([C:12]2[CH:13]=[CH:14][C:15]([C:18]([N:20]3[CH2:21][CH2:22][O:23][CH2:24][CH2:25]3)=[O:19])=[CH:16][CH:17]=2)=[N:10][C:9]([Br:26])=[CH:8][C:3]=1[C:4]([O:6][CH3:7])=[O:5])=[N+:31]=[N-:32]. The catalyst class is: 55. (2) Reactant: [N:1]1[C:9]2[C:4](=[N:5][CH:6]=[CH:7][CH:8]=2)[NH:3][C:2]=1[C:10]1[CH:19]=[CH:18][C:13]([C:14]([O:16][CH3:17])=[O:15])=[CH:12][CH:11]=1.C1C=C([Cl:26])C=C(C(OO)=O)C=1. Product: [Cl:26][C:8]1[CH:7]=[CH:6][N:5]=[C:4]2[NH:3][C:2]([C:10]3[CH:19]=[CH:18][C:13]([C:14]([O:16][CH3:17])=[O:15])=[CH:12][CH:11]=3)=[N:1][C:9]=12. The catalyst class is: 52.